This data is from NCI-60 drug combinations with 297,098 pairs across 59 cell lines. The task is: Regression. Given two drug SMILES strings and cell line genomic features, predict the synergy score measuring deviation from expected non-interaction effect. (1) Drug 1: CC(C1=C(C=CC(=C1Cl)F)Cl)OC2=C(N=CC(=C2)C3=CN(N=C3)C4CCNCC4)N. Drug 2: CCC1(CC2CC(C3=C(CCN(C2)C1)C4=CC=CC=C4N3)(C5=C(C=C6C(=C5)C78CCN9C7C(C=CC9)(C(C(C8N6C)(C(=O)OC)O)OC(=O)C)CC)OC)C(=O)OC)O.OS(=O)(=O)O. Cell line: SR. Synergy scores: CSS=82.8, Synergy_ZIP=-1.21, Synergy_Bliss=-0.594, Synergy_Loewe=-4.13, Synergy_HSA=0.0260. (2) Drug 1: C1=CC(=CC=C1CCC2=CNC3=C2C(=O)NC(=N3)N)C(=O)NC(CCC(=O)O)C(=O)O. Drug 2: CC(C)(C#N)C1=CC(=CC(=C1)CN2C=NC=N2)C(C)(C)C#N. Cell line: M14. Synergy scores: CSS=26.9, Synergy_ZIP=7.76, Synergy_Bliss=2.18, Synergy_Loewe=-5.66, Synergy_HSA=1.67. (3) Drug 1: CC12CCC3C(C1CCC2=O)CC(=C)C4=CC(=O)C=CC34C. Drug 2: C1=NC2=C(N1)C(=S)N=C(N2)N. Cell line: A498. Synergy scores: CSS=35.1, Synergy_ZIP=-6.23, Synergy_Bliss=-2.22, Synergy_Loewe=-9.13, Synergy_HSA=0.373. (4) Drug 1: COC1=CC(=CC(=C1O)OC)C2C3C(COC3=O)C(C4=CC5=C(C=C24)OCO5)OC6C(C(C7C(O6)COC(O7)C8=CC=CS8)O)O. Drug 2: C1CC(C1)(C(=O)O)C(=O)O.[NH2-].[NH2-].[Pt+2]. Cell line: UO-31. Synergy scores: CSS=13.9, Synergy_ZIP=-7.21, Synergy_Bliss=-6.10, Synergy_Loewe=-2.42, Synergy_HSA=-2.32. (5) Drug 1: CS(=O)(=O)C1=CC(=C(C=C1)C(=O)NC2=CC(=C(C=C2)Cl)C3=CC=CC=N3)Cl. Drug 2: CCC(=C(C1=CC=CC=C1)C2=CC=C(C=C2)OCCN(C)C)C3=CC=CC=C3.C(C(=O)O)C(CC(=O)O)(C(=O)O)O. Cell line: MDA-MB-231. Synergy scores: CSS=7.21, Synergy_ZIP=-1.48, Synergy_Bliss=3.02, Synergy_Loewe=2.05, Synergy_HSA=2.22. (6) Drug 1: CCCS(=O)(=O)NC1=C(C(=C(C=C1)F)C(=O)C2=CNC3=C2C=C(C=N3)C4=CC=C(C=C4)Cl)F. Drug 2: COC1=C2C(=CC3=C1OC=C3)C=CC(=O)O2. Cell line: SF-295. Synergy scores: CSS=1.81, Synergy_ZIP=5.13, Synergy_Bliss=0.875, Synergy_Loewe=0.294, Synergy_HSA=0.458. (7) Drug 1: CS(=O)(=O)OCCCCOS(=O)(=O)C. Drug 2: C(CCl)NC(=O)N(CCCl)N=O. Cell line: OVCAR3. Synergy scores: CSS=2.48, Synergy_ZIP=0.562, Synergy_Bliss=0.924, Synergy_Loewe=1.50, Synergy_HSA=-2.16.